From a dataset of Plasma protein binding rate (PPBR) regression data from AstraZeneca. Regression/Classification. Given a drug SMILES string, predict its absorption, distribution, metabolism, or excretion properties. Task type varies by dataset: regression for continuous measurements (e.g., permeability, clearance, half-life) or binary classification for categorical outcomes (e.g., BBB penetration, CYP inhibition). For this dataset (ppbr_az), we predict Y. (1) The compound is COc1cc(C(=O)NC[C@@H](O)CN2CCC(Oc3ccc(Cl)c(Cl)c3)CC2)ccc1N. The Y is 99.7 %. (2) The compound is CCCC[C@H](NC(C)=O)C(=O)N[C@H]1CC(=O)NCCCC[C@@H](C(=O)O)NC(=O)[C@H](Cc2c[nH]c3ccccc23)NC(=O)[C@H](CCCNC(=N)N)NC(=O)[C@@H](Cc2ccccc2)NC(=O)[C@H](Cc2cnc[nH]2)NC1=O. The Y is 27.1 %. (3) The drug is CCCCCOc1ccc(C(=O)NC(C(=O)O)C(C)C)cc1. The Y is 98.3 %.